The task is: Predict the reactants needed to synthesize the given product.. This data is from Full USPTO retrosynthesis dataset with 1.9M reactions from patents (1976-2016). Given the product [CH:15]([N:13]([CH3:14])[C@@H:10]1[CH2:11][CH2:12][C@H:7]([N:4]2[CH2:5][CH2:6][C@H:2]([NH:1][C:38]([C:37]3[CH:41]=[C:42]([C:45]([F:47])([F:48])[F:46])[CH:43]=[CH:44][C:36]=3[NH:35][C:34]([NH:33][CH2:31][CH3:32])=[O:49])=[O:39])[C:3]2=[O:21])[C@H:8]([CH2:18][CH2:19][CH3:20])[CH2:9]1)([CH3:16])[CH3:17], predict the reactants needed to synthesize it. The reactants are: [NH2:1][C@H:2]1[CH2:6][CH2:5][N:4]([C@H:7]2[CH2:12][CH2:11][C@@H:10]([N:13]([CH:15]([CH3:17])[CH3:16])[CH3:14])[CH2:9][C@H:8]2[CH2:18][CH2:19][CH3:20])[C:3]1=[O:21].C(N(CC)C(C)C)(C)C.[CH2:31]([NH:33][C:34](=[O:49])[NH:35][C:36]1[CH:44]=[CH:43][C:42]([C:45]([F:48])([F:47])[F:46])=[CH:41][C:37]=1[C:38](O)=[O:39])[CH3:32].CN(C(ON1N=NC2C=CC=NC1=2)=[N+](C)C)C.F[P-](F)(F)(F)(F)F.